Dataset: NCI-60 drug combinations with 297,098 pairs across 59 cell lines. Task: Regression. Given two drug SMILES strings and cell line genomic features, predict the synergy score measuring deviation from expected non-interaction effect. (1) Drug 1: CCCCCOC(=O)NC1=NC(=O)N(C=C1F)C2C(C(C(O2)C)O)O. Synergy scores: CSS=14.7, Synergy_ZIP=-5.78, Synergy_Bliss=0.257, Synergy_Loewe=-15.4, Synergy_HSA=0.129. Drug 2: CC1=C(N=C(N=C1N)C(CC(=O)N)NCC(C(=O)N)N)C(=O)NC(C(C2=CN=CN2)OC3C(C(C(C(O3)CO)O)O)OC4C(C(C(C(O4)CO)O)OC(=O)N)O)C(=O)NC(C)C(C(C)C(=O)NC(C(C)O)C(=O)NCCC5=NC(=CS5)C6=NC(=CS6)C(=O)NCCC[S+](C)C)O. Cell line: SNB-75. (2) Drug 1: C1CCC(C1)C(CC#N)N2C=C(C=N2)C3=C4C=CNC4=NC=N3. Drug 2: CN(C)C1=NC(=NC(=N1)N(C)C)N(C)C. Cell line: OVCAR3. Synergy scores: CSS=-5.13, Synergy_ZIP=3.18, Synergy_Bliss=-2.05, Synergy_Loewe=-7.62, Synergy_HSA=-7.18. (3) Drug 1: CNC(=O)C1=CC=CC=C1SC2=CC3=C(C=C2)C(=NN3)C=CC4=CC=CC=N4. Drug 2: C1=CC=C(C(=C1)C(C2=CC=C(C=C2)Cl)C(Cl)Cl)Cl. Cell line: SK-MEL-28. Synergy scores: CSS=-0.217, Synergy_ZIP=1.31, Synergy_Bliss=3.83, Synergy_Loewe=0.521, Synergy_HSA=0.411. (4) Drug 1: CC1CCC2CC(C(=CC=CC=CC(CC(C(=O)C(C(C(=CC(C(=O)CC(OC(=O)C3CCCCN3C(=O)C(=O)C1(O2)O)C(C)CC4CCC(C(C4)OC)O)C)C)O)OC)C)C)C)OC. Drug 2: C1C(C(OC1N2C=NC3=C2NC=NCC3O)CO)O. Cell line: NCI-H522. Synergy scores: CSS=3.74, Synergy_ZIP=-0.0973, Synergy_Bliss=5.61, Synergy_Loewe=-0.299, Synergy_HSA=3.40. (5) Drug 1: CCC1=CC2CC(C3=C(CN(C2)C1)C4=CC=CC=C4N3)(C5=C(C=C6C(=C5)C78CCN9C7C(C=CC9)(C(C(C8N6C)(C(=O)OC)O)OC(=O)C)CC)OC)C(=O)OC.C(C(C(=O)O)O)(C(=O)O)O. Drug 2: C(CCl)NC(=O)N(CCCl)N=O. Cell line: TK-10. Synergy scores: CSS=7.87, Synergy_ZIP=-6.95, Synergy_Bliss=2.49, Synergy_Loewe=-20.7, Synergy_HSA=-0.159. (6) Drug 1: CC1C(C(CC(O1)OC2CC(CC3=C2C(=C4C(=C3O)C(=O)C5=C(C4=O)C(=CC=C5)OC)O)(C(=O)CO)O)N)O.Cl. Drug 2: CC1OCC2C(O1)C(C(C(O2)OC3C4COC(=O)C4C(C5=CC6=C(C=C35)OCO6)C7=CC(=C(C(=C7)OC)O)OC)O)O. Cell line: K-562. Synergy scores: CSS=35.2, Synergy_ZIP=5.08, Synergy_Bliss=0.744, Synergy_Loewe=-13.1, Synergy_HSA=-3.16.